From a dataset of Catalyst prediction with 721,799 reactions and 888 catalyst types from USPTO. Predict which catalyst facilitates the given reaction. (1) Reactant: [CH3:1][O:2][C:3](=[O:26])[CH2:4][CH2:5][C:6]1[CH:11]=[C:10]([Br:12])[C:9]([O:13][C:14]2[CH:19]=[C:18]([CH:20]([CH3:22])[CH3:21])[C:17]([OH:23])=[C:16](I)[CH:15]=2)=[C:8]([Br:25])[CH:7]=1.C(N(CC)CC)C.[CH:34]([C:36]1[CH:41]=[CH:40][N:39]=[CH:38][CH:37]=1)=[CH2:35]. Product: [CH3:1][O:2][C:3](=[O:26])[CH2:4][CH2:5][C:6]1[CH:11]=[C:10]([Br:12])[C:9]([O:13][C:14]2[CH:15]=[C:16](/[CH:35]=[CH:34]/[C:36]3[CH:41]=[CH:40][N:39]=[CH:38][CH:37]=3)[C:17]([OH:23])=[C:18]([CH:20]([CH3:22])[CH3:21])[CH:19]=2)=[C:8]([Br:25])[CH:7]=1. The catalyst class is: 613. (2) Reactant: [Cl:1][C:2]1[CH:7]=[CH:6][C:5]([CH:8]([C:10]2[N:11]=[C:12]([N:20]3[CH2:25][CH2:24][O:23][CH2:22][CH2:21]3)[S:13][C:14]=2[C:15]([O:17]CC)=[O:16])[CH3:9])=[CH:4][CH:3]=1.O1CCCC1.CO.[OH-].[Na+].Cl. The catalyst class is: 6. Product: [Cl:1][C:2]1[CH:7]=[CH:6][C:5]([CH:8]([C:10]2[N:11]=[C:12]([N:20]3[CH2:25][CH2:24][O:23][CH2:22][CH2:21]3)[S:13][C:14]=2[C:15]([OH:17])=[O:16])[CH3:9])=[CH:4][CH:3]=1. (3) Product: [C:26]([O:25][C:23]([NH:18][CH2:19][C:20]([N:6]1[CH2:5][CH2:4][C:3]2[C:8](=[CH:9][CH:10]=[CH:11][C:2]=2[I:1])[CH:7]1[CH2:12][C:13]([O:15][CH2:16][CH3:17])=[O:14])=[O:21])=[O:24])([CH3:29])([CH3:28])[CH3:27]. The catalyst class is: 161. Reactant: [I:1][C:2]1[CH:11]=[CH:10][CH:9]=[C:8]2[C:3]=1[CH2:4][CH2:5][NH:6][CH:7]2[CH2:12][C:13]([O:15][CH2:16][CH3:17])=[O:14].[NH:18]([C:23]([O:25][C:26]([CH3:29])([CH3:28])[CH3:27])=[O:24])[CH2:19][C:20](O)=[O:21].CCN(CC)CC.C(P1(=O)OP(CCC)(=O)OP(CCC)(=O)O1)CC.CN(C=O)C.C([O-])(O)=O.[Na+]. (4) Reactant: C(O[C:6](=O)[N:7]([CH2:9][C:10](=[O:42])[NH:11][CH2:12][C@H:13]([O:15][C:16]1[CH:25]=[CH:24][CH:23]=[C:22]2[C:17]=1[C:18]([NH:26][C:27]1[CH:32]=[CH:31][C:30]([O:33][CH2:34][C:35]3[CH:40]=[CH:39][CH:38]=[CH:37][N:36]=3)=[C:29]([Cl:41])[CH:28]=1)=[N:19][CH:20]=[N:21]2)[CH3:14])C)(C)(C)C. Product: [Cl:41][C:29]1[CH:28]=[C:27]([NH:26][C:18]2[C:17]3[C:22](=[CH:23][CH:24]=[CH:25][C:16]=3[O:15][C@H:13]([CH3:14])[CH2:12][NH:11][C:10](=[O:42])[CH2:9][NH:7][CH3:6])[N:21]=[CH:20][N:19]=2)[CH:32]=[CH:31][C:30]=1[O:33][CH2:34][C:35]1[CH:40]=[CH:39][CH:38]=[CH:37][N:36]=1. The catalyst class is: 55. (5) Reactant: [O:1]1[CH2:5][CH2:4][CH2:3][CH:2]1[CH2:6][NH:7][C:8]1[CH:14]=[CH:13][C:12]([C:15]2[O:16][C:17]3[CH:23]=[CH:22][CH:21]=[CH:20][C:18]=3[N:19]=2)=[CH:11][C:9]=1[NH2:10].Cl.[C:25](=N)(OC)[CH3:26].O. Product: [O:16]1[C:17]2[CH:23]=[CH:22][CH:21]=[CH:20][C:18]=2[N:19]=[C:15]1[C:12]1[CH:13]=[CH:14][C:8]2[N:7]([CH2:6][CH:2]3[CH2:3][CH2:4][CH2:5][O:1]3)[C:25]([CH3:26])=[N:10][C:9]=2[CH:11]=1. The catalyst class is: 5. (6) Reactant: [CH3:1][O:2][C:3]1[CH:4]=[C:5]2[C:10](=[CH:11][C:12]=1[O:13][CH3:14])[N:9]=[CH:8][CH:7]=[C:6]2[O:15][C:16]1[CH:21]=[CH:20][C:19]([NH:22][C:23](=O)[CH2:24][O:25][C:26]2[CH:31]=[CH:30][CH:29]=[CH:28][C:27]=2[CH3:32])=[CH:18][C:17]=1[CH3:34].Cl.[OH-].[Na+]. Product: [CH3:1][O:2][C:3]1[CH:4]=[C:5]2[C:10](=[CH:11][C:12]=1[O:13][CH3:14])[N:9]=[CH:8][CH:7]=[C:6]2[O:15][C:16]1[CH:21]=[CH:20][C:19]([NH:22][CH2:23][CH2:24][O:25][C:26]2[CH:31]=[CH:30][CH:29]=[CH:28][C:27]=2[CH3:32])=[CH:18][C:17]=1[CH3:34]. The catalyst class is: 7. (7) Reactant: [CH2:1]([N:8]1[CH2:24][CH2:23][C:11]2([CH:16](C#N)[C:15](=O)[NH:14][C:13](=O)[CH:12]2C#N)[CH2:10][CH2:9]1)[C:2]1[CH:7]=[CH:6][CH:5]=[CH:4][CH:3]=1.[OH-].[Na+]. Product: [CH2:1]([N:8]1[CH2:24][CH2:23][C:11]2([CH2:16][CH2:15][NH:14][CH2:13][CH2:12]2)[CH2:10][CH2:9]1)[C:2]1[CH:7]=[CH:6][CH:5]=[CH:4][CH:3]=1. The catalyst class is: 82. (8) Reactant: [CH2:1]([N:4]1[C:9](=[O:10])[C:8]2[C:11]([NH:18][C:19]3[CH:24]=[CH:23][C:22]([I:25])=[CH:21][C:20]=3[F:26])=[C:12]([Cl:17])[C:13](=[O:16])[N:14]([CH3:15])[C:7]=2[C:6]([C:27]2[CH:32]=[CH:31][CH:30]=[C:29]([NH2:33])[CH:28]=2)=[N:5]1)[CH:2]=[CH2:3].[C:34](Cl)(=[O:36])[CH3:35]. Product: [CH2:1]([N:4]1[C:9](=[O:10])[C:8]2[C:11]([NH:18][C:19]3[CH:24]=[CH:23][C:22]([I:25])=[CH:21][C:20]=3[F:26])=[C:12]([Cl:17])[C:13](=[O:16])[N:14]([CH3:15])[C:7]=2[C:6]([C:27]2[CH:28]=[C:29]([NH:33][C:34](=[O:36])[CH3:35])[CH:30]=[CH:31][CH:32]=2)=[N:5]1)[CH:2]=[CH2:3]. The catalyst class is: 20. (9) The catalyst class is: 9. Product: [I:19][C:6]1[NH:5][N:4]=[C:3]([C:7]([O:9][CH2:10][CH3:11])=[O:8])[C:2]=1[CH3:1]. Reactant: [CH3:1][C:2]1[C:3]([C:7]([O:9][CH2:10][CH3:11])=[O:8])=[N:4][NH:5][CH:6]=1.C1C(=O)N([I:19])C(=O)C1. (10) The catalyst class is: 19. Reactant: Cl[C:2]1[CH:7]=[CH:6][C:5]([C@@H:8]2[CH2:13][CH2:12][N:11]([C:14]([O:16][C:17]([CH3:20])([CH3:19])[CH3:18])=[O:15])[CH2:10][C@H:9]2[CH2:21][OH:22])=[CH:4][CH:3]=1.C(N(CC)CC)C.C(OC(OC(C)(C)C)=O)(OC(C)(C)C)=O.C(=O)(O)[O-].[Na+]. Product: [OH:22][CH2:21][C@H:9]1[C@H:8]([C:5]2[CH:6]=[CH:7][CH:2]=[CH:3][CH:4]=2)[CH2:13][CH2:12][N:11]([C:14]([O:16][C:17]([CH3:20])([CH3:19])[CH3:18])=[O:15])[CH2:10]1.